Dataset: Catalyst prediction with 721,799 reactions and 888 catalyst types from USPTO. Task: Predict which catalyst facilitates the given reaction. Reactant: [CH2:1]([NH:8][S:9]([C:12]1[CH:17]=[CH:16][C:15]([N+:18]([O-])=O)=[CH:14][CH:13]=1)(=[O:11])=[O:10])[C:2]1[CH:7]=[CH:6][CH:5]=[CH:4][CH:3]=1. Product: [NH2:18][C:15]1[CH:16]=[CH:17][C:12]([S:9]([NH:8][CH2:1][C:2]2[CH:3]=[CH:4][CH:5]=[CH:6][CH:7]=2)(=[O:11])=[O:10])=[CH:13][CH:14]=1. The catalyst class is: 29.